From a dataset of Peptide-MHC class I binding affinity with 185,985 pairs from IEDB/IMGT. Regression. Given a peptide amino acid sequence and an MHC pseudo amino acid sequence, predict their binding affinity value. This is MHC class I binding data. (1) The peptide sequence is AMAFHLSTR. The MHC is HLA-A31:01 with pseudo-sequence HLA-A31:01. The binding affinity (normalized) is 0.917. (2) The peptide sequence is TLFVWYFWQK. The MHC is HLA-A11:01 with pseudo-sequence HLA-A11:01. The binding affinity (normalized) is 0.630. (3) The peptide sequence is CVTQVLMMR. The MHC is HLA-A33:01 with pseudo-sequence HLA-A33:01. The binding affinity (normalized) is 0.458. (4) The peptide sequence is ELADTSLSGY. The MHC is Patr-B1301 with pseudo-sequence Patr-B1301. The binding affinity (normalized) is 0. (5) The peptide sequence is RKWGLDFCY. The MHC is HLA-B08:03 with pseudo-sequence HLA-B08:03. The binding affinity (normalized) is 0.0847.